From a dataset of Full USPTO retrosynthesis dataset with 1.9M reactions from patents (1976-2016). Predict the reactants needed to synthesize the given product. (1) Given the product [CH:1]1([C:6]2[CH:7]=[CH:8][C:9]([C:12]([OH:14])=[O:13])=[N:10][CH:11]=2)[CH2:2][CH2:3][CH2:4][CH2:5]1, predict the reactants needed to synthesize it. The reactants are: [C:1]1([C:6]2[CH:7]=[CH:8][C:9]([C:12]([OH:14])=[O:13])=[N:10][CH:11]=2)[CH2:5][CH2:4][CH2:3][CH:2]=1. (2) Given the product [Cl:19][C:13]1[CH:14]=[C:15]([Cl:18])[CH:16]=[CH:17][C:12]=1[C:11]1[C:10]([C:20]#[N:21])=[C:9]([N:22]2[CH2:23][CH2:24][O:25][CH2:26][CH2:27]2)[S:8][C:7]=1[C:5]1[NH:4][CH2:3][CH2:2][N:1]=1, predict the reactants needed to synthesize it. The reactants are: [NH2:1][CH2:2][CH2:3][NH:4][C:5]([C:7]1[S:8][C:9]([N:22]2[CH2:27][CH2:26][O:25][CH2:24][CH2:23]2)=[C:10]([C:20]#[N:21])[C:11]=1[C:12]1[CH:17]=[CH:16][C:15]([Cl:18])=[CH:14][C:13]=1[Cl:19])=O.P(Cl)(Cl)(Cl)=O. (3) Given the product [CH3:1][O:2][C:3](=[O:16])[C:4]1[CH:9]=[C:8]([I:10])[C:7]([C:11]([F:13])([F:14])[F:12])=[CH:6][C:5]=1[NH:15][C:17](=[O:19])[CH3:18], predict the reactants needed to synthesize it. The reactants are: [CH3:1][O:2][C:3](=[O:16])[C:4]1[CH:9]=[C:8]([I:10])[C:7]([C:11]([F:14])([F:13])[F:12])=[CH:6][C:5]=1[NH2:15].[C:17](OC(=O)C)(=[O:19])[CH3:18].C(=O)([O-])O.[Na+]. (4) Given the product [CH3:1][O:2][C:3]([C:5]1[S:6][C:7]([C:14]([OH:23])=[O:15])=[CH:8][C:9]=1[C:10]([F:11])([F:12])[F:13])=[O:4], predict the reactants needed to synthesize it. The reactants are: [CH3:1][O:2][C:3]([C:5]1[S:6][C:7]([CH:14]=[O:15])=[CH:8][C:9]=1[C:10]([F:13])([F:12])[F:11])=[O:4].CC(=CC)C.[Cl-].[Na+].[O:23]1CCOCC1. (5) The reactants are: [N+:1]([C:4]1[CH:9]=[C:8]([C:10]2[NH:14][C:13]3[CH:15]=[CH:16][C:17]([N:19]4[CH2:24][CH2:23][S:22][CH2:21][CH2:20]4)=[CH:18][C:12]=3[N:11]=2)[CH:7]=[CH:6][C:5]=1[NH2:25])([O-])=O. Given the product [N:19]1([C:17]2[CH:16]=[CH:15][C:13]3[NH:14][C:10]([C:8]4[CH:9]=[C:4]([NH2:1])[C:5]([NH2:25])=[CH:6][CH:7]=4)=[N:11][C:12]=3[CH:18]=2)[CH2:20][CH2:21][S:22][CH2:23][CH2:24]1, predict the reactants needed to synthesize it. (6) The reactants are: C[O:2][C:3]([C:5]1[CH:14]=[C:13]2[C:8]([C@@H:9]([NH:15][C:16]([O:18][C:19]([CH3:22])([CH3:21])[CH3:20])=[O:17])[CH2:10][CH2:11][S:12]2)=[CH:7][C:6]=1[Cl:23])=[O:4].C(=O)([O-])[O-].[K+].[K+]. Given the product [C:19]([O:18][C:16]([NH:15][C@@H:9]1[C:8]2[C:13](=[CH:14][C:5]([C:3]([OH:4])=[O:2])=[C:6]([Cl:23])[CH:7]=2)[S:12][CH2:11][CH2:10]1)=[O:17])([CH3:22])([CH3:20])[CH3:21], predict the reactants needed to synthesize it. (7) Given the product [ClH:26].[ClH:26].[F:1][C:2]1[CH:3]=[CH:4][C:5]([C:8]2[N:9]=[C:10]([N:9]3[CH2:32][CH2:31][CH2:4][CH2:5][CH2:8]3)[S:11][CH:12]=2)=[CH:6][CH:7]=1, predict the reactants needed to synthesize it. The reactants are: [F:1][C:2]1[CH:7]=[CH:6][C:5]([C:8]2[N:9]=[C:10](C3CCN(C(OC(C)(C)C)=O)CC3)[S:11][CH:12]=2)=[CH:4][CH:3]=1.[ClH:26].C(O[CH2:31][CH3:32])(=O)C. (8) Given the product [CH3:11][C:9]1[N:8]([C:12]2[CH:13]=[C:14]([C:18]3[CH:23]=[CH:22][CH:21]=[CH:20][C:19]=3[O:24][C:25]([F:27])([F:28])[F:26])[CH:15]=[CH:16][CH:17]=2)[N:7]=[C:6]([CH2:4][OH:3])[CH:10]=1, predict the reactants needed to synthesize it. The reactants are: C([O:3][C:4]([C:6]1[CH:10]=[C:9]([CH3:11])[N:8]([C:12]2[CH:13]=[C:14]([C:18]3[CH:23]=[CH:22][CH:21]=[CH:20][C:19]=3[O:24][C:25]([F:28])([F:27])[F:26])[CH:15]=[CH:16][CH:17]=2)[N:7]=1)=O)C.CC(C[AlH]CC(C)C)C.C1(C)C=CC=CC=1.[O-]S([O-])(=O)=O.[Mg+2].[NH4+].[Cl-]. (9) The reactants are: CC1(C)C(C)(C)OB([C:9]2[CH:10]=[N:11][N:12]([C@H:14]3[CH2:19][CH2:18][CH2:17][N:16]([C:20]([O:22][C:23]([CH3:26])([CH3:25])[CH3:24])=[O:21])[CH2:15]3)[CH:13]=2)O1.Br[C:29]1[CH:30]=[C:31]([C:36]2[N:40]([C:41]3[CH:46]=[CH:45][C:44]([O:47][CH3:48])=[C:43]([F:49])[C:42]=3[F:50])[N:39]=[N:38][N:37]=2)[C:32]([NH2:35])=[N:33][CH:34]=1.[F-].[Cs+]. Given the product [NH2:35][C:32]1[N:33]=[CH:34][C:29]([C:9]2[CH:10]=[N:11][N:12]([C@H:14]3[CH2:19][CH2:18][CH2:17][N:16]([C:20]([O:22][C:23]([CH3:24])([CH3:25])[CH3:26])=[O:21])[CH2:15]3)[CH:13]=2)=[CH:30][C:31]=1[C:36]1[N:40]([C:41]2[CH:46]=[CH:45][C:44]([O:47][CH3:48])=[C:43]([F:49])[C:42]=2[F:50])[N:39]=[N:38][N:37]=1, predict the reactants needed to synthesize it.